This data is from Reaction yield outcomes from USPTO patents with 853,638 reactions. The task is: Predict the reaction yield, written as a fraction of the theoretical maximum amount of product (1.0 means a 100% yield; for example, 0.34 means a 34% yield). (1) The reactants are C([O:3][C:4]([C:6]1[C:7]([C:12]2[CH:17]=[CH:16][C:15]([Cl:18])=[CH:14][N:13]=2)=[N:8][O:9][C:10]=1[CH3:11])=O)C.C(OC(C1C(C2C=CC(F)=CN=2)=NOC=1C)=O)C. No catalyst specified. The product is [Cl:18][C:15]1[CH:16]=[CH:17][C:12]([C:7]2[C:6]([CH2:4][OH:3])=[C:10]([CH3:11])[O:9][N:8]=2)=[N:13][CH:14]=1. The yield is 0.730. (2) The reactants are Br[C:2]1[CH:7]=[C:6]([N+:8]([O-:10])=[O:9])[CH:5]=[CH:4][C:3]=1[C:11]([CH3:14])([CH3:13])[CH3:12].[CH3:15][N:16](C=O)C. The catalyst is O.[C-]#N.[C-]#N.[Zn+2].C1C=CC([P]([Pd]([P](C2C=CC=CC=2)(C2C=CC=CC=2)C2C=CC=CC=2)([P](C2C=CC=CC=2)(C2C=CC=CC=2)C2C=CC=CC=2)[P](C2C=CC=CC=2)(C2C=CC=CC=2)C2C=CC=CC=2)(C2C=CC=CC=2)C2C=CC=CC=2)=CC=1. The product is [C:11]([C:3]1[CH:4]=[CH:5][C:6]([N+:8]([O-:10])=[O:9])=[CH:7][C:2]=1[C:15]#[N:16])([CH3:14])([CH3:13])[CH3:12]. The yield is 0.800.